Dataset: Forward reaction prediction with 1.9M reactions from USPTO patents (1976-2016). Task: Predict the product of the given reaction. (1) Given the reactants [Cl:1][C:2]1[C:3]([O:14][C@H:15]2[CH2:20][CH2:19][C@@H:18]([C:21]([F:24])([F:23])[F:22])[CH2:17][CH2:16]2)=[CH:4][CH:5]=[C:6]2[C:11]=1[CH:10]=[C:9]([CH:12]=[O:13])[CH:8]=[CH:7]2.[CH3:25][Mg+].[Br-], predict the reaction product. The product is: [Cl:1][C:2]1[C:3]([O:14][C@H:15]2[CH2:16][CH2:17][C@@H:18]([C:21]([F:22])([F:23])[F:24])[CH2:19][CH2:20]2)=[CH:4][CH:5]=[C:6]2[C:11]=1[CH:10]=[C:9]([CH:12]([OH:13])[CH3:25])[CH:8]=[CH:7]2. (2) Given the reactants [OH:1][CH:2]([CH3:12])[CH2:3][NH:4][C:5](=[O:11])[C:6]([O:8][CH2:9][CH3:10])=[O:7].CC(OI1(OC(C)=O)(OC(C)=O)OC(=O)C2C=CC=CC1=2)=O, predict the reaction product. The product is: [O:11]=[C:5]([NH:4][CH2:3][C:2](=[O:1])[CH3:12])[C:6]([O:8][CH2:9][CH3:10])=[O:7]. (3) Given the reactants C([N:8]1[CH2:13][CH2:12][C:11]([C:29]2[CH:34]=[CH:33][C:32]([F:35])=[CH:31][CH:30]=2)([CH2:14][NH:15][CH2:16][C:17]2[C:26]3[C:21](=[CH:22][CH:23]=[CH:24][CH:25]=3)[CH:20]=[C:19]([C:27]#[N:28])[CH:18]=2)[CH2:10][CH2:9]1)(OC(C)(C)C)=O.FC(F)(F)C(O)=O, predict the reaction product. The product is: [F:35][C:32]1[CH:33]=[CH:34][C:29]([C:11]2([CH2:14][NH:15][CH2:16][C:17]3[C:26]4[C:21](=[CH:22][CH:23]=[CH:24][CH:25]=4)[CH:20]=[C:19]([C:27]#[N:28])[CH:18]=3)[CH2:10][CH2:9][NH:8][CH2:13][CH2:12]2)=[CH:30][CH:31]=1. (4) Given the reactants [Cl-].[Cl:2][C:3]1[C:12]2[C:7](=[C:8]([C:13]3[CH:18]=[CH:17][CH:16]=[CH:15][CH:14]=3)[CH:9]=[CH:10][CH:11]=2)[O+:6]=[C:5]([N:19]2[CH2:24][CH2:23][O:22][CH2:21][CH2:20]2)[CH:4]=1.[O-:25][CH2:26][CH3:27].[Na+].C(O)C, predict the reaction product. The product is: [Cl-:2].[CH2:26]([O:25][C:3]1[C:12]2[C:7](=[C:8]([C:13]3[CH:18]=[CH:17][CH:16]=[CH:15][CH:14]=3)[CH:9]=[CH:10][CH:11]=2)[O+:6]=[C:5]([N:19]2[CH2:24][CH2:23][O:22][CH2:21][CH2:20]2)[CH:4]=1)[CH3:27]. (5) Given the reactants [C:1]([O:9][CH:10]1[CH:15]2[CH2:16][CH2:17][N:12]([CH2:13][CH2:14]2)[CH2:11]1)(=[O:8])[C:2]1[CH:7]=[CH:6][CH:5]=[CH:4][CH:3]=1.[C:18]([OH:27])(=[O:26])[C@@H:19]([C@H:21]([C:23]([OH:25])=[O:24])[OH:22])[OH:20], predict the reaction product. The product is: [C:1]([O:9][C@@H:10]1[CH:15]2[CH2:14][CH2:13][N:12]([CH2:17][CH2:16]2)[CH2:11]1)(=[O:8])[C:2]1[CH:3]=[CH:4][CH:5]=[CH:6][CH:7]=1.[C:23]([C@@H:21]([C@H:19]([C:18]([O-:27])=[O:26])[OH:20])[OH:22])([O-:25])=[O:24]. (6) Given the reactants [CH2:1]([NH:5][CH2:6][C:7]1[CH:12]=[CH:11][C:10]([C:13]([F:16])([F:15])[F:14])=[CH:9][C:8]=1[F:17])[CH2:2][CH2:3][CH3:4].[CH2:18]([O:20][C@H:21]([C:34]([O:36][CH2:37][CH3:38])=[O:35])[CH2:22][C:23]1[CH:33]=[CH:32][C:26]([O:27][CH2:28][C:29](O)=[O:30])=[CH:25][CH:24]=1)[CH3:19].C(N(CC)C(C)C)(C)C.F[B-](F)(F)F.N1(OC(N(C)C)=[N+](C)C)C2C=CC=CC=2N=N1, predict the reaction product. The product is: [CH2:1]([N:5]([CH2:6][C:7]1[CH:12]=[CH:11][C:10]([C:13]([F:14])([F:15])[F:16])=[CH:9][C:8]=1[F:17])[C:29](=[O:30])[CH2:28][O:27][C:26]1[CH:25]=[CH:24][C:23]([CH2:22][C@H:21]([O:20][CH2:18][CH3:19])[C:34]([O:36][CH2:37][CH3:38])=[O:35])=[CH:33][CH:32]=1)[CH2:2][CH2:3][CH3:4]. (7) The product is: [NH2:13][CH:12]([C:17]1[CH:18]=[CH:19][CH:20]=[C:15]([Br:14])[CH:16]=1)[C:7]1([OH:6])[CH2:11][CH2:10][CH2:9][CH2:8]1. Given the reactants C([Li])CCC.[OH:6][C:7]1([C:12]#[N:13])[CH2:11][CH2:10][CH2:9][CH2:8]1.[Br:14][C:15]1[CH:20]=[CH:19][CH:18]=[C:17](Br)[CH:16]=1.C(=O)([O-])O.[Na+], predict the reaction product. (8) Given the reactants Cl[C:2]1[N:3]=[N:4][C:5]([N:8]2[CH:12]=[C:11]([C:13]#[C:14][C:15]3[CH:20]=[CH:19][CH:18]=[C:17]([Cl:21])[CH:16]=3)[N:10]=[C:9]2[CH3:22])=[CH:6][CH:7]=1.Cl.[CH3:24][NH:25][CH3:26].C(=O)([O-])[O-].[Cs+].[Cs+].O, predict the reaction product. The product is: [Cl:21][C:17]1[CH:16]=[C:15]([C:14]#[C:13][C:11]2[N:10]=[C:9]([CH3:22])[N:8]([C:5]3[N:4]=[N:3][C:2]([N:25]([CH3:26])[CH3:24])=[CH:7][CH:6]=3)[CH:12]=2)[CH:20]=[CH:19][CH:18]=1. (9) Given the reactants [CH2:1]([N:3]1[C:11](=[O:12])[CH2:10][CH2:9][C@H:4]1[C:5]([O:7]C)=O)[CH3:2].[OH-].[Na+].Cl.ON1C2C=CC=CC=2N=N1.[Cl:26][C:27]1[CH:32]=[C:31]([F:33])[CH:30]=[CH:29][C:28]=1[CH2:34][NH2:35].Cl.CN(C)CCCN=C=NCC, predict the reaction product. The product is: [Cl:26][C:27]1[CH:32]=[C:31]([F:33])[CH:30]=[CH:29][C:28]=1[CH2:34][NH:35][C:5](=[O:7])[C@@H:4]1[CH2:9][CH2:10][C:11](=[O:12])[N:3]1[CH2:1][CH3:2].